From a dataset of Full USPTO retrosynthesis dataset with 1.9M reactions from patents (1976-2016). Predict the reactants needed to synthesize the given product. Given the product [Cl:1][C:2]1[C:10]2[N:9]=[C:8]3[N:11]([C:15]4[CH:20]=[CH:19][C:18]([O:21][CH3:22])=[CH:17][C:16]=4[Cl:23])[CH2:12][CH2:13][CH2:14][N:7]3[C:6]=2[C:5]([CH:24]([CH:26]2[CH2:28][CH2:27]2)[OH:25])=[CH:4][CH:3]=1, predict the reactants needed to synthesize it. The reactants are: [Cl:1][C:2]1[CH:3]=[CH:4][C:5]([CH:24]=[O:25])=[C:6]2[C:10]=1[N:9]=[C:8]1[N:11]([C:15]3[CH:20]=[CH:19][C:18]([O:21][CH3:22])=[CH:17][C:16]=3[Cl:23])[CH2:12][CH2:13][CH2:14][N:7]21.[CH:26]1([Mg]Br)[CH2:28][CH2:27]1.[Cl-].[NH4+].